This data is from Forward reaction prediction with 1.9M reactions from USPTO patents (1976-2016). The task is: Predict the product of the given reaction. (1) Given the reactants O[C:2]1[CH:7]=[C:6]([O:8][CH3:9])[C:5]([N+:10]([O-:12])=[O:11])=[CH:4][N:3]=1.O(Cl)[Cl:14].[P], predict the reaction product. The product is: [Cl:14][C:2]1[CH:7]=[C:6]([O:8][CH3:9])[C:5]([N+:10]([O-:12])=[O:11])=[CH:4][N:3]=1. (2) Given the reactants [NH2:1][C@@H:2]1[CH2:7][CH2:6][CH2:5][N:4]([C:8]([O:10][C:11]([CH3:14])([CH3:13])[CH3:12])=[O:9])[CH2:3]1.[OH:15][C:16]1[CH:21]=[CH:20][N:19]=[C:18]([C:22]2[CH:23]=[N:24][N:25]3[CH:30]=[CH:29][C:28]([C:31]#[N:32])=[CH:27][C:26]=23)[N:17]=1.F[P-](F)(F)(F)(F)F.[N:40]1(O[P+](N(C)C)(N(C)C)N(C)C)[C:44]2[CH:45]=[CH:46][CH:47]=[CH:48][C:43]=2[N:42]=[N:41]1.N12CCCN=C1CCCCC2, predict the reaction product. The product is: [C:31]([C:28]1[CH:29]=[CH:30][N:25]2[N:24]=[CH:23][C:22]([C:18]3[N:17]=[C:16]([NH:1][C@@H:2]4[CH2:7][CH2:6][CH2:5][N:4]([C:8]([O:10][C:11]([CH3:14])([CH3:13])[CH3:12])=[O:9])[CH2:3]4)[CH:21]=[CH:20][N:19]=3)=[C:26]2[CH:27]=1)#[N:32].[N:40]1([O:15][C:16]2[CH:21]=[CH:20][N:19]=[C:18]([C:22]3[CH:23]=[N:24][N:25]4[CH:30]=[CH:29][C:28]([C:31]#[N:32])=[CH:27][C:26]=34)[N:17]=2)[C:44]2[CH:45]=[CH:46][CH:47]=[CH:48][C:43]=2[N:42]=[N:41]1. (3) The product is: [Br:14][C:11]1[CH:12]=[CH:13][C:8]([NH:7][C:5](=[O:6])[C:4]2[CH:15]=[CH:16][C:17]([O:18][C:19]3[CH:24]=[CH:23][C:22]([OH:25])=[CH:21][CH:20]=3)=[C:2]([NH:1][C:39]3[C:28]4[CH:33]=[CH:32][C:31]([CH3:34])=[N:30][C:29]=4[N:35]=[CH:36][N:37]=3)[CH:3]=2)=[CH:9][CH:10]=1. Given the reactants [NH2:1][C:2]1[CH:3]=[C:4]([CH:15]=[CH:16][C:17]=1[O:18][C:19]1[CH:24]=[CH:23][C:22]([OH:25])=[CH:21][CH:20]=1)[C:5]([NH:7][C:8]1[CH:13]=[CH:12][C:11]([Br:14])=[CH:10][CH:9]=1)=[O:6].C([C:28]1[C:29]([N:35]=[CH:36][N:37]([CH3:39])C)=[N:30][C:31]([CH3:34])=[CH:32][CH:33]=1)#N, predict the reaction product. (4) Given the reactants C(OC([N:8]1[CH2:30][CH2:29][C:11]2[N:12]=[C:13]([NH:16][C:17]3[CH:22]=[C:21]([O:23][CH3:24])[C:20]([O:25][CH3:26])=[C:19]([O:27][CH3:28])[CH:18]=3)[N:14]=[CH:15][C:10]=2[CH2:9]1)=O)(C)(C)C, predict the reaction product. The product is: [CH3:28][O:27][C:19]1[CH:18]=[C:17]([NH:16][C:13]2[N:14]=[CH:15][C:10]3[CH2:9][NH:8][CH2:30][CH2:29][C:11]=3[N:12]=2)[CH:22]=[C:21]([O:23][CH3:24])[C:20]=1[O:25][CH3:26].